Dataset: Full USPTO retrosynthesis dataset with 1.9M reactions from patents (1976-2016). Task: Predict the reactants needed to synthesize the given product. (1) Given the product [C:1]([NH:4][CH2:5][CH2:6][CH2:7][CH2:8][CH2:9][O:10][C:11]1[C:34]([O:35][CH3:36])=[CH:33][C:14]2[C:15]3[N:20]([CH:21]([C:23]([CH3:26])([CH3:24])[CH3:25])[CH2:22][C:13]=2[CH:12]=1)[CH:19]=[C:18]([C:27]([OH:29])=[O:28])[C:17](=[O:32])[CH:16]=3)(=[O:3])[CH3:2], predict the reactants needed to synthesize it. The reactants are: [C:1]([NH:4][CH2:5][CH2:6][CH2:7][CH2:8][CH2:9][O:10][C:11]1[C:34]([O:35][CH3:36])=[CH:33][C:14]2[C:15]3[N:20]([CH:21]([C:23]([CH3:26])([CH3:25])[CH3:24])[CH2:22][C:13]=2[CH:12]=1)[CH:19]=[C:18]([C:27]([O:29]CC)=[O:28])[C:17](=[O:32])[CH:16]=3)(=[O:3])[CH3:2].CO.O[Li].O.Cl. (2) Given the product [Br:1][C:2]1[CH:22]=[CH:21][C:20]([F:23])=[CH:19][C:3]=1[O:4][CH:5]1[CH2:8][N:7]([C:9]2[N:10]=[CH:11][C:12]([C:15]([OH:17])=[O:16])=[N:13][CH:14]=2)[CH2:6]1, predict the reactants needed to synthesize it. The reactants are: [Br:1][C:2]1[CH:22]=[CH:21][C:20]([F:23])=[CH:19][C:3]=1[O:4][CH:5]1[CH2:8][N:7]([C:9]2[N:10]=[CH:11][C:12]([C:15]([O:17]C)=[O:16])=[N:13][CH:14]=2)[CH2:6]1.O1CCCC1.[OH-].[Li+].